From a dataset of CYP2C19 inhibition data for predicting drug metabolism from PubChem BioAssay. Regression/Classification. Given a drug SMILES string, predict its absorption, distribution, metabolism, or excretion properties. Task type varies by dataset: regression for continuous measurements (e.g., permeability, clearance, half-life) or binary classification for categorical outcomes (e.g., BBB penetration, CYP inhibition). Dataset: cyp2c19_veith. (1) The molecule is CC1=NN(c2ccc(S(=O)(=O)O)cc2C)C(=[OH+])[C@H]1N=Nc1cc(S(=O)(=O)O)ccc1C(=O)O.O.[Cr]. The result is 0 (non-inhibitor). (2) The molecule is Cc1cnc(CNc2nc(-c3cccc(NS(C)(=O)=O)c3)nc3ccccc23)cn1. The result is 0 (non-inhibitor). (3) The compound is COc1cnc(-c2ccccc2)nc1Oc1cccc(C)c1. The result is 1 (inhibitor). (4) The drug is O=c1ccc(-c2ccccc2)n[nH]1. The result is 0 (non-inhibitor). (5) The compound is COC(=O)N1CCC2(CC1)CN(c1cccc(-c3ccccc3)c1)C2. The result is 0 (non-inhibitor). (6) The molecule is COCCNC(=O)[C@H]1C[C@@H]1[C@H](NP(=O)(c1ccccc1)c1ccccc1)c1ccccc1. The result is 0 (non-inhibitor).